From a dataset of Full USPTO retrosynthesis dataset with 1.9M reactions from patents (1976-2016). Predict the reactants needed to synthesize the given product. (1) Given the product [F:17][C:18]1([F:22])[CH2:21][N:20]([C:2]2[CH:3]=[CH:4][C:5]([C:12]([O:14][CH3:15])=[O:13])=[N:6][C:7]=2[O:8][CH2:9][CH2:10][F:11])[CH2:19]1, predict the reactants needed to synthesize it. The reactants are: Br[C:2]1[CH:3]=[CH:4][C:5]([C:12]([O:14][CH3:15])=[O:13])=[N:6][C:7]=1[O:8][CH2:9][CH2:10][F:11].Cl.[F:17][C:18]1([F:22])[CH2:21][NH:20][CH2:19]1.C1(P(C2C=CC=CC=2)C2C=CC3C(=CC=CC=3)C=2C2C3C(=CC=CC=3)C=CC=2P(C2C=CC=CC=2)C2C=CC=CC=2)C=CC=CC=1.C(=O)([O-])[O-].[Cs+].[Cs+]. (2) Given the product [NH2:10][C:6]1[C:5]2[C:1]([CH2:20][N:22]3[CH2:27][CH2:26][O:25][CH2:24][CH2:23]3)=[CH:2][N:3]([C@@H:11]3[O:15][C@H:14]([CH2:16][OH:17])[C@@H:13]([OH:18])[CH2:12]3)[C:4]=2[N:9]=[CH:8][N:7]=1, predict the reactants needed to synthesize it. The reactants are: [CH:1]1[C:5]2=[C:6]([NH2:10])[N:7]=[CH:8][N:9]=[C:4]2[N:3]([C@@H:11]2[O:15][C@H:14]([CH2:16][OH:17])[C@@H:13]([OH:18])[C@H:12]2O)[CH:2]=1.[CH2:20]=O.[NH:22]1[CH2:27][CH2:26][O:25][CH2:24][CH2:23]1. (3) Given the product [CH3:14][C:15]([CH3:20])([CH3:19])[CH2:16][CH2:17][NH:18][C:2]1[C:7]([C:8]([O:10][CH2:11][CH3:12])=[O:9])=[CH:6][C:5]([F:13])=[CH:4][N:3]=1, predict the reactants needed to synthesize it. The reactants are: Cl[C:2]1[C:7]([C:8]([O:10][CH2:11][CH3:12])=[O:9])=[CH:6][C:5]([F:13])=[CH:4][N:3]=1.[CH3:14][C:15]([CH3:20])([CH3:19])[CH2:16][CH2:17][NH2:18]. (4) Given the product [Cl:8][C:7]1[C:2]([C:19]2[C:18]([Cl:17])=[CH:23][N:22]=[C:21]([F:24])[CH:20]=2)=[CH:3][C:4]([NH:9][CH2:10][CH:11]2[CH2:16][CH2:15][O:14][CH2:13][CH2:12]2)=[CH:5][N:6]=1, predict the reactants needed to synthesize it. The reactants are: Br[C:2]1[CH:3]=[C:4]([NH:9][CH2:10][CH:11]2[CH2:16][CH2:15][O:14][CH2:13][CH2:12]2)[CH:5]=[N:6][C:7]=1[Cl:8].[Cl:17][C:18]1[C:19](B(O)O)=[CH:20][C:21]([F:24])=[N:22][CH:23]=1.C([O-])([O-])=O.[Na+].[Na+].C(Cl)Cl. (5) Given the product [CH2:26]([N:14]([C:12]([C:3]1[C:2]([NH:1][C:46]([NH:45][C:39]2[C:40]([Cl:44])=[CH:41][CH:42]=[CH:43][C:38]=2[Cl:37])=[O:47])=[CH:11][C:10]2[C:5](=[CH:6][CH:7]=[CH:8][CH:9]=2)[CH:4]=1)=[O:13])[CH2:15][C:16]([O:18][CH2:19][C:20]1[CH:25]=[CH:24][CH:23]=[CH:22][CH:21]=1)=[O:17])[CH2:27][CH2:28][CH3:29], predict the reactants needed to synthesize it. The reactants are: [NH2:1][C:2]1[C:3]([C:12]([N:14]([CH2:26][CH2:27][CH2:28][CH3:29])[CH2:15][C:16]([O:18][CH2:19][C:20]2[CH:25]=[CH:24][CH:23]=[CH:22][CH:21]=2)=[O:17])=[O:13])=[CH:4][C:5]2[C:10]([CH:11]=1)=[CH:9][CH:8]=[CH:7][CH:6]=2.C(N(CC)CC)C.[Cl:37][C:38]1[CH:43]=[CH:42][CH:41]=[C:40]([Cl:44])[C:39]=1[N:45]=[C:46]=[O:47]. (6) Given the product [CH2:1]([O:3][C:4](=[O:29])[CH2:5][C@@H:6]([C:21]1[CH:22]=[N:23][C:24]([O:27][CH3:28])=[CH:25][CH:26]=1)[NH:7][CH3:20])[CH3:2], predict the reactants needed to synthesize it. The reactants are: [CH2:1]([O:3][C:4](=[O:29])[CH2:5][C@@H:6]([C:21]1[CH:22]=[N:23][C:24]([O:27][CH3:28])=[CH:25][CH:26]=1)[N:7]([CH3:20])S(C1C=CC([N+]([O-])=O)=CC=1)(=O)=O)[CH3:2].C(N(CC)CC)C.SCC(O)=O. (7) Given the product [Cl:16][CH2:15][CH2:14][CH2:13][CH2:12][O:10][C:7]1[CH:8]=[CH:9][C:4]([N+:1]([O-:3])=[O:2])=[CH:5][CH:6]=1, predict the reactants needed to synthesize it. The reactants are: [N+:1]([C:4]1[CH:9]=[CH:8][C:7]([OH:10])=[CH:6][CH:5]=1)([O-:3])=[O:2].Br[CH2:12][CH2:13][CH2:14][CH2:15][Cl:16].C([O-])([O-])=O.[K+].[K+]. (8) Given the product [OH:14][C@H:13]1[C:12]2[C:11]([CH2:15][O:16][CH3:17])=[CH:10][N:9]3[C:18]([CH3:22])=[C:19]([CH3:21])[N:20]=[C:8]3[C:7]=2[NH:6][C@H:5]([C:23]2[CH:24]=[CH:25][CH:26]=[CH:27][CH:28]=2)[C@H:4]1[OH:3], predict the reactants needed to synthesize it. The reactants are: [BH4-].[Na+].[OH:3][C@H:4]1[C:13](=[O:14])[C:12]2[C:11]([CH2:15][O:16][CH3:17])=[CH:10][N:9]3[C:18]([CH3:22])=[C:19]([CH3:21])[N:20]=[C:8]3[C:7]=2[NH:6][C@@H:5]1[C:23]1[CH:28]=[CH:27][CH:26]=[CH:25][CH:24]=1. (9) Given the product [O:7]1[CH2:8][CH2:9][CH2:10][C@H:6]1[C:4](=[O:5])[CH2:14][CH:13]=[CH2:12], predict the reactants needed to synthesize it. The reactants are: CON(C)[C:4]([C@@H:6]1[CH2:10][CH2:9][CH2:8][O:7]1)=[O:5].[CH3:12][C@@H:13]1C[C@H:14]1C(=O)CC=C. (10) Given the product [Cl:1][C:2]1[CH:12]=[CH:11][C:5]2[N:6]=[C:7]([N:9]3[C:22](=[O:23])[CH:21]=[C:13]([C:14]4[CH:19]=[CH:18][CH:17]=[CH:16][CH:15]=4)[NH:10]3)[S:8][C:4]=2[CH:3]=1, predict the reactants needed to synthesize it. The reactants are: [Cl:1][C:2]1[CH:12]=[CH:11][C:5]2[N:6]=[C:7]([NH:9][NH2:10])[S:8][C:4]=2[CH:3]=1.[C:13]([CH2:21][C:22](OCC)=[O:23])(=O)[C:14]1[CH:19]=[CH:18][CH:17]=[CH:16][CH:15]=1.